Dataset: Full USPTO retrosynthesis dataset with 1.9M reactions from patents (1976-2016). Task: Predict the reactants needed to synthesize the given product. Given the product [Cl:1][C:2]1[CH:3]=[CH:4][C:5]([CH2:8][CH2:9][N:10]([CH2:32][CH2:33][CH2:34][CH2:35][CH2:36][CH2:37][CH3:38])[C:11](=[O:31])[CH2:12][C:13]2[CH:30]=[CH:29][C:16]([O:17][CH2:18][C:19]3[CH:28]=[CH:27][CH:26]=[CH:25][C:20]=3[C:21]([OH:23])=[O:22])=[CH:15][CH:14]=2)=[CH:6][CH:7]=1, predict the reactants needed to synthesize it. The reactants are: [Cl:1][C:2]1[CH:7]=[CH:6][C:5]([CH2:8][CH2:9][N:10]([CH2:32][CH2:33][CH2:34][CH2:35][CH2:36][CH2:37][CH3:38])[C:11](=[O:31])[CH2:12][C:13]2[CH:30]=[CH:29][C:16]([O:17][CH2:18][C:19]3[CH:28]=[CH:27][CH:26]=[CH:25][C:20]=3[C:21]([O:23]C)=[O:22])=[CH:15][CH:14]=2)=[CH:4][CH:3]=1.[OH-].[K+].